Task: Predict the reaction yield, written as a fraction of the theoretical maximum amount of product (1.0 means a 100% yield; for example, 0.34 means a 34% yield).. Dataset: Reaction yield outcomes from USPTO patents with 853,638 reactions (1) The reactants are [Si:1]([O:8][C:9]1[CH:10]=[CH:11][C:12]([CH3:19])=[C:13]([CH:18]=1)[C:14](OC)=[O:15])([C:4]([CH3:7])([CH3:6])[CH3:5])([CH3:3])[CH3:2].[H-].C([Al+]CC(C)C)C(C)C.CCCCCC. The catalyst is ClCCl. The product is [Si:1]([O:8][C:9]1[CH:10]=[CH:11][C:12]([CH3:19])=[C:13]([CH2:14][OH:15])[CH:18]=1)([C:4]([CH3:7])([CH3:6])[CH3:5])([CH3:2])[CH3:3]. The yield is 0.990. (2) The reactants are [CH:1]1([C:4]2[NH:5][CH:6]=[CH:7][N:8]=2)[CH2:3][CH2:2]1.C(N(CC)CC)C.[CH3:16][N:17]([CH3:22])[S:18](Cl)(=[O:20])=[O:19]. The catalyst is ClCCl. The product is [CH:1]1([C:4]2[N:5]([S:18]([N:17]([CH3:22])[CH3:16])(=[O:20])=[O:19])[CH:6]=[CH:7][N:8]=2)[CH2:3][CH2:2]1. The yield is 0.670. (3) The yield is 0.810. The product is [Cl:1][C:2]1[CH:7]=[C:6]([C:8]2[NH:12][C:11]3[CH:13]=[CH:14][CH:15]=[C:16]([NH:17][C:33]([C:32]4[CH:31]=[C:30]([CH:27]5[CH2:28][CH2:29][N:25]([C:23]([O:22][C:18]([CH3:21])([CH3:20])[CH3:19])=[O:24])[CH2:26]5)[CH:38]=[CH:37][CH:36]=4)=[O:34])[C:10]=3[N:9]=2)[CH:5]=[CH:4][N:3]=1. The catalyst is CN(C=O)C.O. The reactants are [Cl:1][C:2]1[CH:7]=[C:6]([C:8]2[NH:12][C:11]3[CH:13]=[CH:14][CH:15]=[C:16]([NH2:17])[C:10]=3[N:9]=2)[CH:5]=[CH:4][N:3]=1.[C:18]([O:22][C:23]([N:25]1[CH2:29][CH2:28][CH:27]([C:30]2[CH:31]=[C:32]([CH:36]=[CH:37][CH:38]=2)[C:33](O)=[O:34])[CH2:26]1)=[O:24])([CH3:21])([CH3:20])[CH3:19].CN(C(ON1N=NC2C=CC=NC1=2)=[N+](C)C)C.F[P-](F)(F)(F)(F)F.CCN(C(C)C)C(C)C. (4) The reactants are [Br:1][C:2]1[CH:7]=[CH:6][C:5]([C:8]2[CH:13]=[CH:12][C:11]([S:14]([N:17]3[CH2:22][CH2:21][S:20][C:19]([CH3:24])([CH3:23])[C@@H:18]3[C:25]([OH:27])=O)(=[O:16])=[O:15])=[CH:10][CH:9]=2)=[CH:4][CH:3]=1.C(Cl)(=O)C(Cl)=O.Cl.[NH2:35][OH:36].C(=O)(O)[O-].[Na+].Cl. The catalyst is ClCCl.O1CCCC1.C(OCC)(=O)C.O.CN(C)C=O. The product is [OH:36][NH:35][C:25]([C@H:18]1[C:19]([CH3:24])([CH3:23])[S:20][CH2:21][CH2:22][N:17]1[S:14]([C:11]1[CH:12]=[CH:13][C:8]([C:5]2[CH:6]=[CH:7][C:2]([Br:1])=[CH:3][CH:4]=2)=[CH:9][CH:10]=1)(=[O:16])=[O:15])=[O:27]. The yield is 0.900. (5) The reactants are [Cl:1][C:2]1[C:7]2[N:8]=[C:9]([CH3:11])[S:10][C:6]=2[CH:5]=[CH:4][C:3]=1[NH2:12].[Cl:13][C:14]1[CH:19]=[CH:18][C:17]([CH2:20][C:21](Cl)=[O:22])=[CH:16][CH:15]=1.C(N(CC)CC)C. The catalyst is C1COCC1. The product is [Cl:1][C:2]1[C:7]2[N:8]=[C:9]([CH3:11])[S:10][C:6]=2[CH:5]=[CH:4][C:3]=1[NH:12][C:21](=[O:22])[CH2:20][C:17]1[CH:18]=[CH:19][C:14]([Cl:13])=[CH:15][CH:16]=1. The yield is 0.800. (6) The catalyst is C1COCC1.O. The yield is 0.950. The product is [CH:22]([N:21]1[CH:20]=[N:19][N:18]=[C:17]1[C:11]1[S:12][C:13]2[CH2:14][CH2:15][O:16][C:7]3[CH:6]=[C:5]([C:3]([OH:4])=[O:2])[CH:26]=[CH:25][C:8]=3[C:9]=2[N:10]=1)([CH3:24])[CH3:23]. The reactants are C[O:2][C:3]([C:5]1[CH:26]=[CH:25][C:8]2[C:9]3[N:10]=[C:11]([C:17]4[N:21]([CH:22]([CH3:24])[CH3:23])[CH:20]=[N:19][N:18]=4)[S:12][C:13]=3[CH2:14][CH2:15][O:16][C:7]=2[CH:6]=1)=[O:4].[OH-].[Li+].Cl. (7) The reactants are [Br:1][C:2]1[CH:3]=[C:4]([N+:9]([O-])=O)[CH:5]=[CH:6][C:7]=1F.[F:12][C:13]([F:17])([F:16])[CH2:14][OH:15].C(=O)([O-])[O-].[K+].[K+]. The catalyst is CN(C=O)C. The product is [Br:1][C:2]1[CH:3]=[C:4]([NH2:9])[CH:5]=[CH:6][C:7]=1[O:15][CH2:14][C:13]([F:17])([F:16])[F:12]. The yield is 0.970. (8) The catalyst is O1CCOCC1.C1C=CC(P(C2C=CC=CC=2)[C-]2C=CC=C2)=CC=1.C1C=CC(P(C2C=CC=CC=2)[C-]2C=CC=C2)=CC=1.Cl[Pd]Cl.[Fe+2]. The yield is 0.950. The product is [CH3:28][C:29]1([CH3:45])[C:33]([CH3:35])([CH3:34])[O:32][B:31]([C:2]2[CH:3]=[C:4]3[C:25](=[CH:26][CH:27]=2)[C:8]2[NH:9][C:10]([C@@H:12]4[CH2:17][C@@H:16]5[C@@H:14]([CH2:15]5)[N:13]4[C:18]([O:20][C:21]([CH3:24])([CH3:23])[CH3:22])=[O:19])=[N:11][C:7]=2[CH:6]=[CH:5]3)[O:30]1. The reactants are Br[C:2]1[CH:3]=[C:4]2[C:25](=[CH:26][CH:27]=1)[C:8]1[NH:9][C:10]([C@@H:12]3[CH2:17][C@@H:16]4[C@@H:14]([CH2:15]4)[N:13]3[C:18]([O:20][C:21]([CH3:24])([CH3:23])[CH3:22])=[O:19])=[N:11][C:7]=1[CH:6]=[CH:5]2.[CH3:28][C:29]1([CH3:45])[C:33]([CH3:35])([CH3:34])[O:32][B:31]([B:31]2[O:32][C:33]([CH3:35])([CH3:34])[C:29]([CH3:45])([CH3:28])[O:30]2)[O:30]1.CC([O-])=O.[K+]. (9) The reactants are [CH3:1][O:2][C:3]1[CH:30]=[CH:29][C:6]([CH2:7][N:8]2[C:13]3[N:14]=[CH:15][C:16]([CH2:18][N:19]4[CH2:24][CH2:23][NH:22][CH2:21][CH2:20]4)=[CH:17][C:12]=3[C:11]3=[N:25][CH:26]=[N:27][N:10]3[C:9]2=[O:28])=[CH:5][CH:4]=1.C(N(CC)CC)C.[CH3:38][S:39](Cl)(=[O:41])=[O:40]. The catalyst is C(#N)C. The product is [CH3:1][O:2][C:3]1[CH:4]=[CH:5][C:6]([CH2:7][N:8]2[C:13]3[N:14]=[CH:15][C:16]([CH2:18][N:19]4[CH2:24][CH2:23][N:22]([S:39]([CH3:38])(=[O:41])=[O:40])[CH2:21][CH2:20]4)=[CH:17][C:12]=3[C:11]3=[N:25][CH:26]=[N:27][N:10]3[C:9]2=[O:28])=[CH:29][CH:30]=1. The yield is 0.330.